This data is from Forward reaction prediction with 1.9M reactions from USPTO patents (1976-2016). The task is: Predict the product of the given reaction. (1) Given the reactants [F:1][C:2]1[CH:7]=[CH:6][C:5]([C:8]2[CH:9]=[C:10]([CH2:19]OS(C)(=O)=O)[C:11](=[O:18])[N:12]([CH2:14][CH:15]([CH3:17])[CH3:16])[N:13]=2)=[CH:4][C:3]=1[CH3:25].[NH:26]1[CH2:31][CH2:30][CH2:29][CH2:28][CH2:27]1, predict the reaction product. The product is: [F:1][C:2]1[CH:7]=[CH:6][C:5]([C:8]2[CH:9]=[C:10]([CH2:19][N:26]3[CH2:31][CH2:30][CH2:29][CH2:28][CH2:27]3)[C:11](=[O:18])[N:12]([CH2:14][CH:15]([CH3:17])[CH3:16])[N:13]=2)=[CH:4][C:3]=1[CH3:25]. (2) The product is: [F:48][C:47]([S:44]([O:26][C:18]1[C:17]2[C:22](=[CH:23][C:24]([CH3:25])=[C:15]([O:14][CH3:13])[CH:16]=2)[CH2:27][CH2:20][CH:19]=1)(=[O:46])=[O:45])([F:50])[F:49]. Given the reactants N[C@H](C(O)=O)CC1C=NC=CC=1.[CH3:13][O:14][C:15]1[CH:16]=[C:17]2[C:22](=[CH:23][C:24]=1[CH3:25])O[CH2:20][CH2:19][C:18]2=[O:26].[CH3:27][Si](C)(C)N[Si](C)(C)C.[Li].C1C=CC(N([S:44]([C:47]([F:50])([F:49])[F:48])(=[O:46])=[O:45])[S:44]([C:47]([F:50])([F:49])[F:48])(=[O:46])=[O:45])=CC=1, predict the reaction product. (3) Given the reactants [CH2:1]([N:3](CC)CC)C.[Cl:8][C:9]1[C:10]([CH2:23]O)=[CH:11][C:12]2[C:17]([CH:18]=1)=[CH:16][CH:15]=[CH:14][C:13]=2[CH2:19][N:20]([CH3:22])[CH3:21].CS(Cl)(=O)=O.[C-]#N.[K+], predict the reaction product. The product is: [Cl:8][C:9]1[C:10]([CH2:23][C:1]#[N:3])=[CH:11][C:12]2[C:17]([CH:18]=1)=[CH:16][CH:15]=[CH:14][C:13]=2[CH2:19][N:20]([CH3:22])[CH3:21]. (4) Given the reactants [OH:1][CH:2]([CH2:26][N:27]1[CH2:31][CH2:30][CH2:29][CH2:28]1)[CH2:3][O:4][C:5]1[CH:14]=[C:13]2[C:8]([C:9](=[O:23])[N:10](COC(=O)C(C)(C)C)[CH:11]=[N:12]2)=[CH:7][C:6]=1[O:24][CH3:25].N, predict the reaction product. The product is: [OH:1][CH:2]([CH2:26][N:27]1[CH2:31][CH2:30][CH2:29][CH2:28]1)[CH2:3][O:4][C:5]1[CH:14]=[C:13]2[C:8]([C:9](=[O:23])[NH:10][CH:11]=[N:12]2)=[CH:7][C:6]=1[O:24][CH3:25]. (5) Given the reactants [CH2:1]1[C:7]2[CH:8]=[CH:9][C:10]([NH:12][C:13](=[O:15])[CH3:14])=[CH:11][C:6]=2[CH2:5][CH2:4][NH:3][CH2:2]1.[CH2:16]=O, predict the reaction product. The product is: [CH3:16][N:3]1[CH2:4][CH2:5][C:6]2[CH:11]=[C:10]([NH:12][C:13](=[O:15])[CH3:14])[CH:9]=[CH:8][C:7]=2[CH2:1][CH2:2]1.